This data is from Full USPTO retrosynthesis dataset with 1.9M reactions from patents (1976-2016). The task is: Predict the reactants needed to synthesize the given product. (1) Given the product [Br:15][CH2:2][C:1]([C:4]1[CH:9]=[CH:8][C:7]([S:10]([NH2:13])(=[O:12])=[O:11])=[C:6]([F:14])[CH:5]=1)=[O:3], predict the reactants needed to synthesize it. The reactants are: [C:1]([C:4]1[CH:9]=[CH:8][C:7]([S:10]([NH2:13])(=[O:12])=[O:11])=[C:6]([F:14])[CH:5]=1)(=[O:3])[CH3:2].[Br:15]Br. (2) The reactants are: [F:1][C:2]1[CH:11]=[C:10]([F:12])[CH:9]=[C:8]2[C:3]=1[C:4]([NH:20][C:21]1[CH:22]=[N:23][CH:24]=[C:25]([N:27]3[CH2:32][CH2:31][O:30][CH2:29][CH2:28]3)[CH:26]=1)=[C:5]([CH3:19])[C:6]([N:13]1[CH2:18][CH2:17][NH:16][CH2:15][CH2:14]1)=[N:7]2.Cl[C:34]([O:36][CH2:37][CH:38]([CH3:40])[CH3:39])=[O:35]. Given the product [F:1][C:2]1[CH:11]=[C:10]([F:12])[CH:9]=[C:8]2[C:3]=1[C:4]([NH:20][C:21]1[CH:22]=[N:23][CH:24]=[C:25]([N:27]3[CH2:32][CH2:31][O:30][CH2:29][CH2:28]3)[CH:26]=1)=[C:5]([CH3:19])[C:6]([N:13]1[CH2:14][CH2:15][N:16]([C:34]([O:36][CH2:37][CH:38]([CH3:40])[CH3:39])=[O:35])[CH2:17][CH2:18]1)=[N:7]2, predict the reactants needed to synthesize it. (3) Given the product [CH2:24]([O:23][C:17]1[C:16]([C:13]2[CH:12]=[CH:11][C:10]3[C:9]4[N:26]([CH:29]5[CH2:34][CH2:33][O:32][CH2:31][CH2:30]5)[N:27]=[CH:28][C:8]=4[C:7](=[O:35])[NH:6][C:15]=3[CH:14]=2)=[C:21]([CH3:22])[CH:20]=[CH:19][N:18]=1)[CH3:25], predict the reactants needed to synthesize it. The reactants are: COC1C=C(OC)C=CC=1C[N:6]1[C:15]2[CH:14]=[C:13]([C:16]3[C:17]([O:23][CH2:24][CH3:25])=[N:18][CH:19]=[CH:20][C:21]=3[CH3:22])[CH:12]=[CH:11][C:10]=2[C:9]2[N:26]([CH:29]3[CH2:34][CH2:33][O:32][CH2:31][CH2:30]3)[N:27]=[CH:28][C:8]=2[C:7]1=[O:35]. (4) Given the product [CH3:9][C:10]1[NH:1][C:2]2[C:7]([CH:8]=1)=[CH:6][CH:5]=[CH:4][N:3]=2.[C:9]([NH:1][C:2]1[C:7]([CH3:8])=[CH:6][CH:5]=[CH:4][N:3]=1)(=[O:11])[CH3:10], predict the reactants needed to synthesize it. The reactants are: [NH2:1][C:2]1[C:7]([CH3:8])=[CH:6][CH:5]=[CH:4][N:3]=1.[C:9](Cl)(=[O:11])[CH3:10].N1C=CC=CC=1. (5) Given the product [C:13]([O:16][C:17]([NH:2][C:3]([CH3:11])([CH3:10])[CH2:4][C:5]([O:7][CH2:8][CH3:9])=[O:6])=[O:18])([CH3:15])([CH3:14])[CH3:12], predict the reactants needed to synthesize it. The reactants are: Cl.[NH2:2][C:3]([CH3:11])([CH3:10])[CH2:4][C:5]([O:7][CH2:8][CH3:9])=[O:6].[CH3:12][C:13]([O:16][C:17](O[C:17]([O:16][C:13]([CH3:15])([CH3:14])[CH3:12])=[O:18])=[O:18])([CH3:15])[CH3:14].ClCCl.C(=O)([O-])[O-].[K+].[K+]. (6) Given the product [F:12][C:13]1[C:18]([O:9][CH2:8][CH2:7][N:1]2[CH2:6][CH2:5][CH2:4][CH2:3][CH2:2]2)=[CH:17][C:16]([NH2:20])=[C:15]([N+:21]([O-:23])=[O:22])[CH:14]=1, predict the reactants needed to synthesize it. The reactants are: [N:1]1([CH2:7][CH2:8][OH:9])[CH2:6][CH2:5][CH2:4][CH2:3][CH2:2]1.[H-].[Na+].[F:12][C:13]1[C:18](F)=[CH:17][C:16]([NH2:20])=[C:15]([N+:21]([O-:23])=[O:22])[CH:14]=1.C(=O)(O)[O-].[Na+].